The task is: Predict the product of the given reaction.. This data is from Forward reaction prediction with 1.9M reactions from USPTO patents (1976-2016). (1) Given the reactants Cl.[Cl:2][CH2:3][CH2:4][N:5]([CH2:13][CH2:14][Cl:15])[C:6]1[CH:11]=[CH:10][C:9]([NH2:12])=[CH:8][CH:7]=1.CCN(CC)CC.ClC(Cl)(O[C:27](=[O:33])OC(Cl)(Cl)Cl)Cl.[NH2:35][C:36]1[C:45]2[C:40](=[CH:41][CH:42]=[CH:43][CH:44]=2)[N:39]=[C:38]([CH3:46])[CH:37]=1, predict the reaction product. The product is: [Cl:2][CH2:3][CH2:4][N:5]([CH2:13][CH2:14][Cl:15])[C:6]1[CH:11]=[CH:10][C:9]([NH:12][C:27]([NH:35][C:36]2[C:45]3[C:40](=[CH:41][CH:42]=[CH:43][CH:44]=3)[N:39]=[C:38]([CH3:46])[CH:37]=2)=[O:33])=[CH:8][CH:7]=1. (2) Given the reactants [CH3:1][C:2]1[CH:13]=[C:12]2[C:5]([NH:6][CH:7]=[C:8]2[CH2:9][CH2:10][NH2:11])=[CH:4][CH:3]=1.C(=O)(O)[O-].[Na+].[N+:19]([C:22]1[CH:27]=[C:26]([N+:28]([O-:30])=[O:29])[CH:25]=[CH:24][C:23]=1F)([O-:21])=[O:20], predict the reaction product. The product is: [N+:19]([C:22]1[CH:27]=[C:26]([N+:28]([O-:30])=[O:29])[CH:25]=[CH:24][C:23]=1[NH:11][CH2:10][CH2:9][C:8]1[C:12]2[C:5](=[CH:4][CH:3]=[C:2]([CH3:1])[CH:13]=2)[NH:6][CH:7]=1)([O-:21])=[O:20].